Dataset: Full USPTO retrosynthesis dataset with 1.9M reactions from patents (1976-2016). Task: Predict the reactants needed to synthesize the given product. Given the product [CH3:1][C:2]1[CH:9]=[C:8]([CH3:10])[CH:7]=[CH:6][C:3]=1[CH:4]1[N:11]([C:12]2[N:13]=[N:14][C:15]([CH3:18])=[CH:16][CH:17]=2)[C:22](=[O:35])[C:23]([OH:34])=[C:24]1[C:25](=[O:33])[C:26]1[CH:27]=[CH:28][C:29]([CH3:32])=[CH:30][CH:31]=1, predict the reactants needed to synthesize it. The reactants are: [CH3:1][C:2]1[CH:9]=[C:8]([CH3:10])[CH:7]=[CH:6][C:3]=1[CH:4]=O.[NH2:11][C:12]1[N:13]=[N:14][C:15]([CH3:18])=[CH:16][CH:17]=1.C(O[C:22](=[O:35])[C:23]([OH:34])=[CH:24][C:25](=[O:33])[C:26]1[CH:31]=[CH:30][C:29]([CH3:32])=[CH:28][CH:27]=1)C.